Task: Predict the product of the given reaction.. Dataset: Forward reaction prediction with 1.9M reactions from USPTO patents (1976-2016) (1) The product is: [C:9]([C:6]1[N:7]([CH3:8])[C:3]([C:1]2[N:19]=[N:18][N:17]([C:20]3[CH:21]=[C:22]([CH:43]=[CH:44][C:45]=3[CH3:46])[C:23]([NH:25][C:26]3[CH:31]=[C:30]([C:32]([CH3:34])([CH3:35])[CH3:33])[CH:29]=[C:28]([NH:36][S:37]([CH3:40])(=[O:39])=[O:38])[C:27]=3[O:41][CH3:42])=[O:24])[CH:2]=2)=[CH:4][N:5]=1)(=[O:10])[C:11]1[CH:16]=[CH:15][CH:14]=[CH:13][CH:12]=1. Given the reactants [C:1]([C:3]1[N:7]([CH3:8])[C:6]([C:9]([C:11]2[CH:16]=[CH:15][CH:14]=[CH:13][CH:12]=2)=[O:10])=[N:5][CH:4]=1)#[CH:2].[N:17]([C:20]1[CH:21]=[C:22]([CH:43]=[CH:44][C:45]=1[CH3:46])[C:23]([NH:25][C:26]1[CH:31]=[C:30]([C:32]([CH3:35])([CH3:34])[CH3:33])[CH:29]=[C:28]([NH:36][S:37]([CH3:40])(=[O:39])=[O:38])[C:27]=1[O:41][CH3:42])=[O:24])=[N+:18]=[N-:19], predict the reaction product. (2) Given the reactants [O:1]=[C:2]1[NH:10]/[C:9](=[N:11]\[NH:12][C:13](=O)[CH2:14][CH2:15][C:16]2[O:17][C:18]([C:21]3[CH:26]=[CH:25][CH:24]=[CH:23][CH:22]=3)=[N:19][N:20]=2)/[N:8]([CH2:28][CH2:29][CH2:30][CH2:31][CH3:32])[C:7]2[N:6]=[CH:5][NH:4][C:3]1=2, predict the reaction product. The product is: [CH2:28]([N:8]1[C:7]2[N:6]=[CH:5][NH:4][C:3]=2[C:2](=[O:1])[N:10]2[C:13]([CH2:14][CH2:15][C:16]3[O:17][C:18]([C:21]4[CH:26]=[CH:25][CH:24]=[CH:23][CH:22]=4)=[N:19][N:20]=3)=[N:12][N:11]=[C:9]12)[CH2:29][CH2:30][CH2:31][CH3:32]. (3) Given the reactants [CH3:1][O:2][C:3]1[C:12]([CH2:13][CH2:14][N:15]2[CH2:20][CH2:19][CH:18]([N:21]3[C:29]4[C:24](=[CH:25][CH:26]=[C:27]([C:30]([NH2:32])=[O:31])[CH:28]=4)[CH:23]=[CH:22]3)[CH2:17][CH2:16]2)=[C:11]2[C:6]([C:7](=[O:33])[CH:8]=[CH:9][O:10]2)=[CH:5][CH:4]=1.[BH4-].[Na+].C(=O)(O)[O-].[Na+], predict the reaction product. The product is: [OH:33][CH:7]1[C:6]2[C:11](=[C:12]([CH2:13][CH2:14][N:15]3[CH2:20][CH2:19][CH:18]([N:21]4[C:29]5[C:24](=[CH:25][CH:26]=[C:27]([C:30]([NH2:32])=[O:31])[CH:28]=5)[CH:23]=[CH:22]4)[CH2:17][CH2:16]3)[C:3]([O:2][CH3:1])=[CH:4][CH:5]=2)[O:10][CH2:9][CH2:8]1. (4) Given the reactants [CH2:1]([NH:6][C:7]1[CH:13]=[CH:12][C:11]([C:14]2[O:15][C:16]3[CH:22]=[CH:21][CH:20]=[CH:19][C:17]=3[N:18]=2)=[CH:10][C:8]=1[NH2:9])[C:2]([CH3:5])([CH3:4])[CH3:3].Cl.[C:24](=N)(OC)[CH3:25].C(=O)([O-])O.[Na+], predict the reaction product. The product is: [O:15]1[C:16]2[CH:22]=[CH:21][CH:20]=[CH:19][C:17]=2[N:18]=[C:14]1[C:11]1[CH:12]=[CH:13][C:7]2[N:6]([CH2:1][C:2]([CH3:5])([CH3:4])[CH3:3])[C:24]([CH3:25])=[N:9][C:8]=2[CH:10]=1. (5) The product is: [CH3:4][O:5][C:6]([CH:8]1[CH:12]([C:1]#[N:2])[CH2:11][O:10][CH2:9]1)=[O:7]. Given the reactants [C-:1]#[N:2].[K+].[CH3:4][O:5][C:6]([CH:8]1[C:12](=O)[CH2:11][O:10][CH2:9]1)=[O:7].OS(O)(=O)=O, predict the reaction product. (6) Given the reactants [CH3:1][O:2][CH2:3][CH2:4][CH2:5][NH:6][C:7]1[CH:14]=[CH:13][CH:12]=[C:11]([N+:15]([O-])=O)[C:8]=1[C:9]#[N:10].C1CCCCC=1, predict the reaction product. The product is: [NH2:15][C:11]1[CH:12]=[CH:13][CH:14]=[C:7]([NH:6][CH2:5][CH2:4][CH2:3][O:2][CH3:1])[C:8]=1[C:9]#[N:10].